Dataset: Full USPTO retrosynthesis dataset with 1.9M reactions from patents (1976-2016). Task: Predict the reactants needed to synthesize the given product. (1) The reactants are: [C:1]([O:8][CH2:9][CH3:10])(=[O:7])[C:2]([O:4]CC)=O.[CH2:11]([C:14]([CH3:16])=[O:15])[CH2:12][CH3:13]. Given the product [O:4]=[C:2]([CH2:16][C:14](=[O:15])[CH2:11][CH2:12][CH3:13])[C:1]([O:8][CH2:9][CH3:10])=[O:7], predict the reactants needed to synthesize it. (2) Given the product [CH3:23][N:20]1[CH2:21][CH2:22][N:17]([C:14]2[C:15]3[C:10](=[CH:9][CH:8]=[C:7]([C:28]4[CH:29]=[N:30][CH:31]=[N:32][CH:33]=4)[CH:16]=3)[CH:11]=[CH:12][CH:13]=2)[CH2:18][CH2:19]1, predict the reactants needed to synthesize it. The reactants are: FC(F)(F)S(O[C:7]1[CH:16]=[C:15]2[C:10]([CH:11]=[CH:12][CH:13]=[C:14]2[N:17]2[CH2:22][CH2:21][N:20]([CH3:23])[CH2:19][CH2:18]2)=[CH:9][CH:8]=1)(=O)=O.C[Sn](C)(C)[C:28]1[CH:29]=[N:30][CH:31]=[N:32][CH:33]=1.C(N(CC)CC)C.[Cl-].[Li+].C(C1C=C(C)C=C(C(C)(C)C)C=1O)(C)(C)C. (3) Given the product [CH:1]1([NH:7][C:8]2[C:12]3([CH2:13][CH2:14][N:15]([CH2:35][C:37]4[CH:38]=[C:39]([CH2:43][CH:44]([CH3:47])[C:45]#[N:46])[CH:40]=[CH:41][CH:42]=4)[CH2:16][CH2:17]3)[N:11]([C:18]3[CH:23]=[CH:22][CH:21]=[C:20]([F:24])[CH:19]=3)[C:10](=[O:25])[N:9]=2)[CH2:2][CH2:3][CH2:4][CH2:5][CH2:6]1, predict the reactants needed to synthesize it. The reactants are: [CH:1]1([NH:7][C:8]2[C:12]3([CH2:17][CH2:16][NH:15][CH2:14][CH2:13]3)[N:11]([C:18]3[CH:23]=[CH:22][CH:21]=[C:20]([F:24])[CH:19]=3)[C:10](=[O:25])[N:9]=2)[CH2:6][CH2:5][CH2:4][CH2:3][CH2:2]1.CCN(C(C)C)C(C)C.[CH:35]([C:37]1[CH:38]=[C:39]([CH2:43][CH:44]([CH3:47])[C:45]#[N:46])[CH:40]=[CH:41][CH:42]=1)=O.C(O[BH-](OC(=O)C)OC(=O)C)(=O)C.[Na+]. (4) Given the product [CH3:4][N:5]([CH2:1][C:8]1[NH:7][CH:11]=[CH:10][CH:9]=1)[CH3:6], predict the reactants needed to synthesize it. The reactants are: [CH2:1]=O.Cl.[CH3:4][NH:5][CH3:6].[NH:7]1[CH:11]=[CH:10][CH:9]=[CH:8]1.[OH-].[Na+]. (5) Given the product [CH:23]1([C:19]2[CH:20]=[C:21]([CH3:22])[C:16]([N:13]3[CH2:14][CH2:15][N:10]([C:8]([C:5]4[N:6]=[N:7][C:2]([N:28]5[CH2:29][CH2:30][O:26][C:27]5=[O:31])=[CH:3][CH:4]=4)=[O:9])[CH2:11][CH2:12]3)=[N:17][CH:18]=2)[CH2:25][CH2:24]1, predict the reactants needed to synthesize it. The reactants are: Cl[C:2]1[N:7]=[N:6][C:5]([C:8]([N:10]2[CH2:15][CH2:14][N:13]([C:16]3[C:21]([CH3:22])=[CH:20][C:19]([CH:23]4[CH2:25][CH2:24]4)=[CH:18][N:17]=3)[CH2:12][CH2:11]2)=[O:9])=[CH:4][CH:3]=1.[O:26]1[CH2:30][CH2:29][NH:28][C:27]1=[O:31]. (6) Given the product [F:20][C:17]1[CH:18]=[CH:19][CH:12]=[C:13]([CH:16]=1)[C:14]#[N:15], predict the reactants needed to synthesize it. The reactants are: BrC1C=CC(O)=CC=1C=O.F[C:12]1[CH:19]=[CH:18][C:17]([F:20])=[CH:16][C:13]=1[C:14]#[N:15].C(=O)([O-])[O-].[K+].[K+].N#N.BrC1C=CC(OC2C=CC(F)=CC=2C#N)=CC=1C=O. (7) Given the product [CH2:5]1[C:6]2([CH2:11][CH2:10][C:9](=[O:12])[CH2:8][CH2:7]2)[CH2:1][CH2:2][O:3][CH2:4]1, predict the reactants needed to synthesize it. The reactants are: [CH2:1]1[C:6]2([CH2:11][CH2:10][C:9](=[O:12])[CH:8]=[CH:7]2)[CH2:5][CH2:4][O:3][CH2:2]1.[H][H]. (8) Given the product [CH2:26]([N:30]([CH2:38][CH2:39][C:40]([B:16]1[O:17][C:18]([CH3:23])([CH3:24])[C:19]([CH3:21])([CH3:22])[O:20]1)=[CH2:41])[C:31](=[O:37])[O:32][C:33]([CH3:34])([CH3:35])[CH3:36])[CH2:27][CH:28]=[CH2:29], predict the reactants needed to synthesize it. The reactants are: [Cl-].[Li+].C([O-])(=O)C.[K+].[CH3:23][C:18]1([CH3:24])[C:19]([CH3:22])([CH3:21])[O:20][B:16]([B:16]2[O:20][C:19]([CH3:22])([CH3:21])[C:18]([CH3:24])([CH3:23])[O:17]2)[O:17]1.[CH2:26]([N:30]([CH2:38][CH2:39][C:40]#[CH:41])[C:31](=[O:37])[O:32][C:33]([CH3:36])([CH3:35])[CH3:34])[CH2:27][CH:28]=[CH2:29]. (9) Given the product [C:2]1([CH2:1][C:8]2[CH:9]=[CH:10][CH:11]=[CH:12][CH:13]=2)[CH:7]=[CH:6][CH:5]=[CH:4][CH:3]=1, predict the reactants needed to synthesize it. The reactants are: [CH:1](N1CC(C2(NC(=O)C(F)(F)F)CC2)C1)([C:8]1[CH:13]=[CH:12][CH:11]=[CH:10][CH:9]=1)[C:2]1[CH:7]=[CH:6][CH:5]=[CH:4][CH:3]=1.Cl.Cl.[NH2+]1CCC1. (10) Given the product [ClH:1].[ClH:65].[CH3:6][O:7][C:8](=[O:64])[NH:9][C@H:10]([C:14]([N:16]1[CH2:20][CH2:19][CH2:18][C@H:17]1[C:21]1[NH:22][CH:23]=[C:24]([C:26]2[CH:27]=[CH:28][C:29]([C:32]3[CH:37]=[CH:36][C:35]([NH:38][C:39]([C:41]4[CH:42]=[N:43][C:44]([N:47]5[CH2:52][C@H:51]([CH3:53])[N:50]([C:54](=[O:57])[NH:55][CH3:56])[CH2:49][C@H:48]5[CH3:58])=[CH:45][CH:46]=4)=[O:40])=[CH:34][C:33]=3[O:59][C:60]([F:63])([F:61])[F:62])=[CH:30][CH:31]=2)[N:25]=1)=[O:15])[CH:11]([CH3:12])[CH3:13], predict the reactants needed to synthesize it. The reactants are: [Cl:1]CCl.CO.[CH3:6][O:7][C:8](=[O:64])[NH:9][C@H:10]([C:14]([N:16]1[CH2:20][CH2:19][CH2:18][C@H:17]1[C:21]1[NH:22][CH:23]=[C:24]([C:26]2[CH:31]=[CH:30][C:29]([C:32]3[CH:37]=[CH:36][C:35]([NH:38][C:39]([C:41]4[CH:42]=[N:43][C:44]([N:47]5[CH2:52][C@H:51]([CH3:53])[N:50]([C:54](=[O:57])[NH:55][CH3:56])[CH2:49][C@H:48]5[CH3:58])=[CH:45][CH:46]=4)=[O:40])=[CH:34][C:33]=3[O:59][C:60]([F:63])([F:62])[F:61])=[CH:28][CH:27]=2)[N:25]=1)=[O:15])[CH:11]([CH3:13])[CH3:12].[ClH:65].